From a dataset of NCI-60 drug combinations with 297,098 pairs across 59 cell lines. Regression. Given two drug SMILES strings and cell line genomic features, predict the synergy score measuring deviation from expected non-interaction effect. Drug 1: C1CN1C2=NC(=NC(=N2)N3CC3)N4CC4. Drug 2: CC1OCC2C(O1)C(C(C(O2)OC3C4COC(=O)C4C(C5=CC6=C(C=C35)OCO6)C7=CC(=C(C(=C7)OC)O)OC)O)O. Cell line: EKVX. Synergy scores: CSS=13.9, Synergy_ZIP=-2.65, Synergy_Bliss=-0.656, Synergy_Loewe=1.33, Synergy_HSA=3.40.